Task: Predict which catalyst facilitates the given reaction.. Dataset: Catalyst prediction with 721,799 reactions and 888 catalyst types from USPTO Reactant: O.NN.O.[CH3:5][C:6]([CH3:30])([CH2:15][CH2:16][CH2:17][CH2:18][N:19]1C(=O)C2=CC=CC=C2C1=O)[CH2:7][O:8][CH:9]1[CH2:14][CH2:13][CH2:12][CH2:11][O:10]1. Product: [CH3:5][C:6]([CH3:30])([CH2:7][O:8][CH:9]1[CH2:14][CH2:13][CH2:12][CH2:11][O:10]1)[CH2:15][CH2:16][CH2:17][CH2:18][NH2:19]. The catalyst class is: 8.